From a dataset of Full USPTO retrosynthesis dataset with 1.9M reactions from patents (1976-2016). Predict the reactants needed to synthesize the given product. Given the product [CH2:13]([N:12]1[C:11]([C:17]2[CH:18]=[CH:19][CH:20]=[CH:21][CH:22]=2)=[N:10][N:9]=[C:8]1[CH2:6][OH:5])[CH2:14][CH2:15][CH3:16], predict the reactants needed to synthesize it. The reactants are: C([O:5][C:6]([C:8]1[N:12]([CH2:13][CH2:14][CH2:15][CH3:16])[C:11]([C:17]2[CH:22]=[CH:21][CH:20]=[CH:19][CH:18]=2)=[N:10][N:9]=1)=O)CCC.[H-].[H-].[H-].[H-].[Li+].[Al+3].